From a dataset of Forward reaction prediction with 1.9M reactions from USPTO patents (1976-2016). Predict the product of the given reaction. (1) Given the reactants [CH3:1][O:2][C:3](=[O:10])[CH2:4][C:5]1([NH2:9])[CH2:8][O:7][CH2:6]1.C(N(CC)CC)C.[CH2:18]([O:20][C:21](=[O:26])[CH2:22][C:23](Cl)=[O:24])[CH3:19].C([O-])(O)=O.[Na+], predict the reaction product. The product is: [CH2:18]([O:20][C:21](=[O:26])[CH2:22][C:23]([NH:9][C:5]1([CH2:4][C:3]([O:2][CH3:1])=[O:10])[CH2:8][O:7][CH2:6]1)=[O:24])[CH3:19]. (2) Given the reactants [N+:1]([C:4]1[CH:9]=[CH:8][CH:7]=[C:6]([CH:10]=[CH2:11])[CH:5]=1)([O-])=O.[O-]S(S([O-])=O)=O.[Na+].[Na+], predict the reaction product. The product is: [CH:10]([C:6]1[CH:5]=[C:4]([CH:9]=[CH:8][CH:7]=1)[NH2:1])=[CH2:11]. (3) The product is: [CH3:37][N:36]([CH3:38])[C:33]1[N:34]=[CH:35][C:30]([C:27]2[CH:26]=[CH:25][C:24]([N:11]3[CH:12]([C:15]4[CH:20]=[CH:19][C:18]([NH2:21])=[CH:17][CH:16]=4)[CH2:13][CH2:14][CH:10]3[C:7]3[CH:6]=[CH:5][C:4]([NH2:1])=[CH:9][CH:8]=3)=[CH:29][CH:28]=2)=[CH:31][CH:32]=1. Given the reactants [N+:1]([C:4]1[CH:9]=[CH:8][C:7]([CH:10]2[CH2:14][CH2:13][CH:12]([C:15]3[CH:20]=[CH:19][C:18]([N+:21]([O-])=O)=[CH:17][CH:16]=3)[N:11]2[C:24]2[CH:29]=[CH:28][C:27]([C:30]3[CH:31]=[CH:32][C:33]([N:36]([CH3:38])[CH3:37])=[N:34][CH:35]=3)=[CH:26][CH:25]=2)=[CH:6][CH:5]=1)([O-])=O.C(O)C, predict the reaction product. (4) Given the reactants I[C:2]1[CH:3]=[C:4]([N:8]2[C:16]3[C:11](=[CH:12][CH:13]=[CH:14][CH:15]=3)[C:10]([C:17]([NH2:19])=[O:18])=[N:9]2)[CH:5]=[CH:6][CH:7]=1.[N:20]1[CH:25]=[CH:24][CH:23]=[CH:22][C:21]=1[C@:26]([OH:30])([C:28]#[CH:29])[CH3:27], predict the reaction product. The product is: [OH:30][C@:26]([C:21]1[CH:22]=[CH:23][CH:24]=[CH:25][N:20]=1)([CH3:27])[C:28]#[C:29][C:2]1[CH:3]=[C:4]([N:8]2[C:16]3[C:11](=[CH:12][CH:13]=[CH:14][CH:15]=3)[C:10]([C:17]([NH2:19])=[O:18])=[N:9]2)[CH:5]=[CH:6][CH:7]=1. (5) Given the reactants CCN=C=NCCCN(C)C.[NH2:12][CH2:13][CH2:14][O:15][CH2:16][CH2:17][O:18][C:19]1[CH:28]=[C:27]2[C:22]([C:23]([NH:29][C:30]3[CH:35]=[CH:34][C:33]([F:36])=[C:32]([Cl:37])[CH:31]=3)=[N:24][CH:25]=[N:26]2)=[CH:21][C:20]=1[O:38][CH3:39].[OH:40][C:41]1[CH:51]=[C:50]([CH2:52][N:53]2[C:57]3[CH:58]=[CH:59][C:60]([OH:62])=[CH:61][C:56]=3[O:55][C:54]2=[O:63])[CH:49]=[CH:48][C:42]=1[O:43][CH2:44][C:45](O)=[O:46].N1(C2C=CN=CC=2)CCCC1, predict the reaction product. The product is: [Cl:37][C:32]1[CH:31]=[C:30]([CH:35]=[CH:34][C:33]=1[F:36])[NH:29][C:23]1[C:22]2[C:27](=[CH:28][C:19]([O:18][CH2:17][CH2:16][O:15][CH2:14][CH2:13][NH:12][C:45](=[O:46])[CH2:44][O:43][C:42]3[CH:48]=[CH:49][C:50]([CH2:52][N:53]4[C:57]5[CH:58]=[CH:59][C:60]([OH:62])=[CH:61][C:56]=5[O:55][C:54]4=[O:63])=[CH:51][C:41]=3[OH:40])=[C:20]([O:38][CH3:39])[CH:21]=2)[N:26]=[CH:25][N:24]=1. (6) The product is: [CH2:1]([O:3][C:4](=[O:22])[CH2:5][N:6]([S:32]([N:23]1[C:31]2[C:26](=[CH:27][CH:28]=[CH:29][CH:30]=2)[CH2:25][CH2:24]1)(=[O:33])=[O:34])[CH2:7][C:8]1[CH:13]=[CH:12][C:11]([O:14][CH2:15][C:16]2[CH:21]=[CH:20][CH:19]=[CH:18][CH:17]=2)=[CH:10][CH:9]=1)[CH3:2]. Given the reactants [CH2:1]([O:3][C:4](=[O:22])[CH2:5][NH:6][CH2:7][C:8]1[CH:13]=[CH:12][C:11]([O:14][CH2:15][C:16]2[CH:21]=[CH:20][CH:19]=[CH:18][CH:17]=2)=[CH:10][CH:9]=1)[CH3:2].[N:23]1([S:32](Cl)(=[O:34])=[O:33])[C:31]2[C:26](=[CH:27][CH:28]=[CH:29][CH:30]=2)[CH2:25][CH2:24]1.C(N(CC)CC)C, predict the reaction product. (7) Given the reactants C(N)C1C=CC=CC=1.C([C:12]([F:23])([F:22])[C:13]1[N:14]=[CH:15][C:16]([C:19]([OH:21])=[O:20])=[N:17][CH:18]=1)(O)=O.P(=O)(O)(O)O.[OH-].[Na+].C(OC(C)C)(=O)C.Cl, predict the reaction product. The product is: [F:23][CH:12]([F:22])[C:13]1[N:14]=[CH:15][C:16]([C:19]([OH:21])=[O:20])=[N:17][CH:18]=1.